Dataset: Forward reaction prediction with 1.9M reactions from USPTO patents (1976-2016). Task: Predict the product of the given reaction. Given the reactants [NH2:1][C:2]1[CH:3]=[C:4]2[C:9](=[CH:10][C:11]=1[NH:12][C:13](=O)[CH2:14][Cl:15])[N:8]=[CH:7][C:6]([C:17]#[N:18])=[C:5]2[NH:19][C:20]1[CH:25]=[C:24]([O:26][CH3:27])[C:23]([O:28][CH3:29])=[C:22]([O:30][CH3:31])[CH:21]=1, predict the reaction product. The product is: [Cl:15][CH2:14][C:13]1[N:12]=[C:11]2[CH2:10][C:9]3[N:8]=[CH:7][C:6]([C:17]#[N:18])=[C:5]([NH:19][C:20]4[CH:21]=[C:22]([O:30][CH3:31])[C:23]([O:28][CH3:29])=[C:24]([O:26][CH3:27])[CH:25]=4)[C:4]=3[CH:3]=[C:2]2[N:1]=1.